Predict which catalyst facilitates the given reaction. From a dataset of Catalyst prediction with 721,799 reactions and 888 catalyst types from USPTO. (1) Reactant: [Cl:1][C:2]1[CH:3]=[C:4]([C:10]2([C:27]([F:30])([F:29])[F:28])[CH2:14][CH2:13][N:12]([C:15]3[N:20]=[C:19]([C:21]([F:24])([F:23])[F:22])[C:18]([CH2:25][NH2:26])=[CH:17][N:16]=3)[CH2:11]2)[CH:5]=[C:6]([Cl:9])[C:7]=1[Cl:8].C(N(CC)CC)C.[C:38](O)(=[O:41])[CH2:39][CH3:40]. Product: [Cl:1][C:2]1[CH:3]=[C:4]([C:10]2([C:27]([F:28])([F:29])[F:30])[CH2:14][CH2:13][N:12]([C:15]3[N:20]=[C:19]([C:21]([F:23])([F:24])[F:22])[C:18]([CH2:25][NH:26][C:38](=[O:41])[CH2:39][CH3:40])=[CH:17][N:16]=3)[CH2:11]2)[CH:5]=[C:6]([Cl:9])[C:7]=1[Cl:8]. The catalyst class is: 4. (2) Reactant: C(O)(=O)C(C1C=CC=CC=1)O.[F:12][C:13]([F:31])([F:30])[C:14]1[CH:15]=[C:16]([C:20]2[CH:25]=[CH:24][C:23]([C@@H:26]3[CH2:28][C@H:27]3[NH2:29])=[CH:22][CH:21]=2)[CH:17]=[CH:18][CH:19]=1. Product: [F:12][C:13]([F:30])([F:31])[C:14]1[CH:15]=[C:16]([C:20]2[CH:25]=[CH:24][C:23]([C@H:26]3[CH2:28][C@@H:27]3[NH2:29])=[CH:22][CH:21]=2)[CH:17]=[CH:18][CH:19]=1. The catalyst class is: 88. (3) Reactant: [Si]([O:8][CH:9]1[CH2:14][CH2:13][CH:12]([O:15][C:16]2[CH:48]=[CH:47][C:19]([C:20]([N:22]3[CH2:27][CH2:26][C:25]([CH2:29][N:30]4[C:35](=[O:36])[C:34]5[CH:37]=[N:38][N:39]([C:40]6[CH:45]=[CH:44][C:43]([CH3:46])=[CH:42][CH:41]=6)[C:33]=5[N:32]=[CH:31]4)([OH:28])[CH2:24][CH2:23]3)=[O:21])=[CH:18][CH:17]=2)[CH2:11][CH2:10]1)(C(C)(C)C)(C)C.[F-].C([N+](CCCC)(CCCC)CCCC)CCC. Product: [OH:28][C:25]1([CH2:29][N:30]2[C:35](=[O:36])[C:34]3[CH:37]=[N:38][N:39]([C:40]4[CH:45]=[CH:44][C:43]([CH3:46])=[CH:42][CH:41]=4)[C:33]=3[N:32]=[CH:31]2)[CH2:26][CH2:27][N:22]([C:20](=[O:21])[C:19]2[CH:47]=[CH:48][C:16]([O:15][CH:12]3[CH2:13][CH2:14][CH:9]([OH:8])[CH2:10][CH2:11]3)=[CH:17][CH:18]=2)[CH2:23][CH2:24]1. The catalyst class is: 7. (4) Reactant: [F:1][C:2]([F:24])([F:23])[C:3]1[C:11]2[CH2:10][CH2:9][CH2:8][CH2:7][C:6]=2[N:5]([CH2:12][C:13]2[CH:22]=[CH:21][CH:20]=[CH:19][C:14]=2[C:15]([O:17]C)=[O:16])[N:4]=1.[OH-].[Na+]. Product: [F:24][C:2]([F:1])([F:23])[C:3]1[C:11]2[CH2:10][CH2:9][CH2:8][CH2:7][C:6]=2[N:5]([CH2:12][C:13]2[CH:22]=[CH:21][CH:20]=[CH:19][C:14]=2[C:15]([OH:17])=[O:16])[N:4]=1. The catalyst class is: 92. (5) Reactant: [Br:1][C:2]1[C:7]([C:8](O)=[O:9])=[CH:6][C:5]([Cl:11])=[N:4][CH:3]=1. Product: [Br:1][C:2]1[C:7]([CH2:8][OH:9])=[CH:6][C:5]([Cl:11])=[N:4][CH:3]=1. The catalyst class is: 1.